This data is from Peptide-MHC class II binding affinity with 134,281 pairs from IEDB. The task is: Regression. Given a peptide amino acid sequence and an MHC pseudo amino acid sequence, predict their binding affinity value. This is MHC class II binding data. (1) The peptide sequence is LIMIGSNASDRMGMG. The MHC is DRB1_0401 with pseudo-sequence DRB1_0401. The binding affinity (normalized) is 0.933. (2) The peptide sequence is ISGSSARYDVALSEQ. The MHC is DRB1_1101 with pseudo-sequence DRB1_1101. The binding affinity (normalized) is 0. (3) The peptide sequence is EDVKNAIGVLIGGLE. The MHC is DRB1_0301 with pseudo-sequence DRB1_0301. The binding affinity (normalized) is 0.212. (4) The peptide sequence is AFKVAATAANAAPAK. The MHC is DRB1_0401 with pseudo-sequence DRB1_0401. The binding affinity (normalized) is 0.856.